This data is from Forward reaction prediction with 1.9M reactions from USPTO patents (1976-2016). The task is: Predict the product of the given reaction. (1) The product is: [CH3:1][O:2][C:3]1[N:8]=[CH:7][C:6]([NH:9][C:10]2[N:11]=[CH:12][C:13]([CH2:14][OH:15])=[CH:16][C:17]=2[C:18]2[N:26]=[C:25]([CH3:27])[N:24]=[C:23]3[C:19]=2[N:20]=[CH:21][NH:22]3)=[CH:5][CH:4]=1. Given the reactants [CH3:1][O:2][C:3]1[N:8]=[CH:7][C:6]([NH:9][C:10]2[C:17]([C:18]3[N:26]=[C:25]([CH3:27])[N:24]=[C:23]4[C:19]=3[N:20]=[CH:21][N:22]4C3CCCCO3)=[CH:16][C:13]([CH:14]=[O:15])=[CH:12][N:11]=2)=[CH:5][CH:4]=1.[BH4-].[Na+].C(Cl)Cl.Cl, predict the reaction product. (2) Given the reactants [CH2:1]([N:8]1[CH2:13][CH2:12][CH2:11][C@@H:10]([NH:14][C:15]2[CH:22]=[CH:21][C:18]([CH:19]=O)=[CH:17][N:16]=2)[CH2:9]1)[C:2]1[CH:7]=[CH:6][CH:5]=[CH:4][CH:3]=1.[C:23]([CH:28]=P(C1C=CC=CC=1)(C1C=CC=CC=1)C1C=CC=CC=1)([O:25][CH2:26][CH3:27])=[O:24], predict the reaction product. The product is: [CH2:1]([N:8]1[CH2:13][CH2:12][CH2:11][C@@H:10]([NH:14][C:15]2[N:16]=[CH:17][C:18](/[CH:19]=[CH:28]/[C:23]([O:25][CH2:26][CH3:27])=[O:24])=[CH:21][CH:22]=2)[CH2:9]1)[C:2]1[CH:7]=[CH:6][CH:5]=[CH:4][CH:3]=1. (3) Given the reactants Br[Zn][CH2:3][CH2:4][CH2:5][C:6]([O:8][CH2:9][CH3:10])=[O:7].Br[C:12]1[C:20]2[N:19]([CH3:21])[CH:18]=[CH:17][C:16]=2[C:15]([C:22]#[N:23])=[CH:14][CH:13]=1.C([O-])([O-])=O.[Cs+].[Cs+], predict the reaction product. The product is: [C:22]([C:15]1[CH:14]=[CH:13][C:12]([CH2:3][CH2:4][CH2:5][C:6]([O:8][CH2:9][CH3:10])=[O:7])=[C:20]2[C:16]=1[CH:17]=[CH:18][N:19]2[CH3:21])#[N:23]. (4) The product is: [Cl:1][C:2]1[CH:7]=[CH:6][C:5]([C:8]2([CH2:13][C:19]#[N:20])[CH2:12][CH2:11][CH2:10][CH2:9]2)=[CH:4][CH:3]=1. Given the reactants [Cl:1][C:2]1[CH:7]=[CH:6][C:5]([C:8]2([CH2:13]OS(C)(=O)=O)[CH2:12][CH2:11][CH2:10][CH2:9]2)=[CH:4][CH:3]=1.[C-:19]#[N:20].[Na+].O, predict the reaction product. (5) Given the reactants [Cl:1][C:2]1[CH:7]=[CH:6][CH:5]=[CH:4][C:3]=1[CH:8]=[N:9][O:10][CH3:11].[Br:12]N1C(=O)CCC1=O.C(O)(=O)C.O, predict the reaction product. The product is: [Br:12][C:4]1[CH:5]=[CH:6][CH:7]=[C:2]([Cl:1])[C:3]=1[CH:8]=[N:9][O:10][CH3:11].